This data is from Forward reaction prediction with 1.9M reactions from USPTO patents (1976-2016). The task is: Predict the product of the given reaction. (1) Given the reactants [Cl:1][C:2]1[C:7]([N+:8]([O-])=O)=[CH:6][CH:5]=[CH:4][C:3]=1[N:11]1[CH2:16][CH2:15][O:14][CH2:13][CH2:12]1, predict the reaction product. The product is: [Cl:1][C:2]1[C:3]([N:11]2[CH2:16][CH2:15][O:14][CH2:13][CH2:12]2)=[CH:4][CH:5]=[CH:6][C:7]=1[NH2:8]. (2) Given the reactants [C:1]([C:5]1[CH:10]=[CH:9][C:8]([C:11]2[S:19][C:18]3[C:17](OS(C4C=CC=CC=4)(=O)=O)=[N:16][C:15]([C:30]4[CH:35]=[CH:34][N:33]=[CH:32][CH:31]=4)=[N:14][C:13]=3[CH:12]=2)=[CH:7][CH:6]=1)([CH3:4])([CH3:3])[CH3:2].[NH:36]1[CH2:42][CH2:41][CH2:40][NH:39][CH2:38][CH2:37]1.CCN(CC)CC, predict the reaction product. The product is: [C:1]([C:5]1[CH:10]=[CH:9][C:8]([C:11]2[S:19][C:18]3[C:17]([N:36]4[CH2:42][CH2:41][CH2:40][NH:39][CH2:38][CH2:37]4)=[N:16][C:15]([C:30]4[CH:31]=[CH:32][N:33]=[CH:34][CH:35]=4)=[N:14][C:13]=3[CH:12]=2)=[CH:7][CH:6]=1)([CH3:3])([CH3:4])[CH3:2]. (3) Given the reactants [O:1]([C:8]1[CH:9]=[C:10]([CH:31]=[CH:32][CH:33]=1)[CH2:11][NH:12][CH2:13][CH2:14][C:15]1[C:23]2[C:18](=[CH:19][CH:20]=[C:21]([O:24][C:25]3[CH:30]=[CH:29][CH:28]=[CH:27][CH:26]=3)[CH:22]=2)[NH:17][CH:16]=1)[C:2]1[CH:7]=[CH:6][CH:5]=[CH:4][CH:3]=1.[OH-].[Na+].[C:36](O[C:36]([O:38][C:39]([CH3:42])([CH3:41])[CH3:40])=[O:37])([O:38][C:39]([CH3:42])([CH3:41])[CH3:40])=[O:37].O, predict the reaction product. The product is: [C:39]([O:38][C:36](=[O:37])[N:12]([CH2:11][C:10]1[CH:31]=[CH:32][CH:33]=[C:8]([O:1][C:2]2[CH:3]=[CH:4][CH:5]=[CH:6][CH:7]=2)[CH:9]=1)[CH2:13][CH2:14][C:15]1[C:23]2[C:18](=[CH:19][CH:20]=[C:21]([O:24][C:25]3[CH:26]=[CH:27][CH:28]=[CH:29][CH:30]=3)[CH:22]=2)[NH:17][CH:16]=1)([CH3:42])([CH3:41])[CH3:40].